From a dataset of Forward reaction prediction with 1.9M reactions from USPTO patents (1976-2016). Predict the product of the given reaction. (1) Given the reactants [CH3:1][O:2][N:3]=[CH:4][C:5]1[CH:10]=[CH:9][C:8]([F:11])=[C:7]([C:12]#[N:13])[CH:6]=1.C([BH3-])#N.[Na+], predict the reaction product. The product is: [F:11][C:8]1[CH:9]=[CH:10][C:5]([CH2:4][NH:3][O:2][CH3:1])=[CH:6][C:7]=1[C:12]#[N:13]. (2) Given the reactants [CH3:1][CH2:2][C:3](=[O:6])[CH2:4][CH3:5].[Li+].C[Si]([N-][Si](C)(C)C)(C)C.[CH2:17]([O:24][C:25]1[CH:30]=[C:29]([CH2:31]Br)[CH:28]=[CH:27][C:26]=1[N+:33]([O-:35])=[O:34])[C:18]1[CH:23]=[CH:22][CH:21]=[CH:20][CH:19]=1, predict the reaction product. The product is: [CH2:17]([O:24][C:25]1[CH:30]=[C:29]([CH2:31][CH:2]([CH3:1])[C:3](=[O:6])[CH2:4][CH3:5])[CH:28]=[CH:27][C:26]=1[N+:33]([O-:35])=[O:34])[C:18]1[CH:23]=[CH:22][CH:21]=[CH:20][CH:19]=1. (3) Given the reactants Cl.[CH3:2][C:3]1[CH:11]=[C:10]([O:12][CH2:13][CH2:14][C@H:15]([CH:17]2[CH2:22][CH2:21][NH:20][CH2:19][CH2:18]2)[CH3:16])[CH:9]=[C:8]([CH3:23])[C:4]=1[C:5]([OH:7])=[O:6].Cl[C:25]1[N:30]=[CH:29][C:28]([Cl:31])=[CH:27][N:26]=1, predict the reaction product. The product is: [Cl:31][C:28]1[CH:27]=[N:26][C:25]([N:20]2[CH2:19][CH2:18][CH:17]([C@H:15]([CH3:16])[CH2:14][CH2:13][O:12][C:10]3[CH:9]=[C:8]([CH3:23])[C:4]([C:5]([OH:7])=[O:6])=[C:3]([CH3:2])[CH:11]=3)[CH2:22][CH2:21]2)=[N:30][CH:29]=1.